From a dataset of Full USPTO retrosynthesis dataset with 1.9M reactions from patents (1976-2016). Predict the reactants needed to synthesize the given product. (1) Given the product [C:7]([C:11]1[CH:12]=[CH:13][C:14]([C:15]2[N:6]=[C:4]([SH:5])[N:2]([CH3:1])[N:3]=2)=[CH:18][CH:19]=1)([CH3:10])([CH3:9])[CH3:8], predict the reactants needed to synthesize it. The reactants are: [CH3:1][N:2]([C:4]([NH2:6])=[S:5])[NH2:3].[C:7]([C:11]1[CH:19]=[CH:18][C:14]([C:15](Cl)=O)=[CH:13][CH:12]=1)([CH3:10])([CH3:9])[CH3:8].C(=O)(O)[O-].[Na+]. (2) The reactants are: [Br:1][C:2]1[CH:3]=[C:4]([CH:7]=[O:8])[S:5][CH:6]=1.[OH-:9].[Na+].Cl. Given the product [Br:1][C:2]1[CH:3]=[C:4]([C:7]([OH:9])=[O:8])[S:5][CH:6]=1, predict the reactants needed to synthesize it. (3) The reactants are: C([O:5][C:6](=O)[CH2:7][C:8]1[N:16]2[C:11]([CH:12]=[CH:13][C:14]([CH2:17][N:18]([CH3:20])[CH3:19])=[CH:15]2)=[CH:10][C:9]=1[CH3:21])(C)(C)C.FC(F)(F)C(O)=O.C(C1NC=CN=1)(C1[NH:33]C=CN=1)=O. Given the product [CH3:19][N:18]([CH2:17][C:14]1[CH:13]=[CH:12][C:11]2[N:16]([C:8]([CH2:7][C:6]([NH2:33])=[O:5])=[C:9]([CH3:21])[CH:10]=2)[CH:15]=1)[CH3:20], predict the reactants needed to synthesize it. (4) Given the product [CH3:16][N:14]1[C:7]2=[N:8][C:9]([S:12][CH3:13])=[N:10][CH:11]=[C:6]2[C:4](=[O:3])[NH:15]1, predict the reactants needed to synthesize it. The reactants are: C([O:3][C:4]([C:6]1[C:7]([N:14]([CH3:16])[NH2:15])=[N:8][C:9]([S:12][CH3:13])=[N:10][CH:11]=1)=O)C.[OH-].[K+]. (5) Given the product [CH3:19][O:20][C:21]1[CH:28]=[CH:27][C:24]([CH2:25][O:1][C:2]2[C:3]([C:16](=[O:18])[CH3:17])=[CH:4][C:5]3[C:6]([CH3:15])([CH3:14])[CH2:7][CH2:8][C:9]([CH3:12])([CH3:13])[C:10]=3[CH:11]=2)=[CH:23][CH:22]=1, predict the reactants needed to synthesize it. The reactants are: [OH:1][C:2]1[C:3]([C:16](=[O:18])[CH3:17])=[CH:4][C:5]2[C:6]([CH3:15])([CH3:14])[CH2:7][CH2:8][C:9]([CH3:13])([CH3:12])[C:10]=2[CH:11]=1.[CH3:19][O:20][C:21]1[CH:28]=[CH:27][C:24]([CH2:25]Cl)=[CH:23][CH:22]=1. (6) Given the product [Cl:21][C:19]1[CH:18]=[CH:17][C:16]([O:22][CH2:23][CH:24]([CH2:27][CH3:28])[CH2:25][CH3:26])=[C:15]([CH:20]=1)[CH2:14][N:10]1[C:11]2[C:7](=[CH:6][C:5]([C:3]([OH:4])=[O:2])=[CH:13][CH:12]=2)[CH:8]=[CH:9]1, predict the reactants needed to synthesize it. The reactants are: C[O:2][C:3]([C:5]1[CH:6]=[C:7]2[C:11](=[CH:12][CH:13]=1)[N:10]([CH2:14][C:15]1[CH:20]=[C:19]([Cl:21])[CH:18]=[CH:17][C:16]=1[O:22][CH2:23][CH:24]([CH2:27][CH3:28])[CH2:25][CH3:26])[CH:9]=[CH:8]2)=[O:4].[Li+].[OH-].O. (7) Given the product [C:23]([O:27][C:28](=[O:52])[CH2:29][CH2:30][N:31]([C:45]([O:47][C:48]([CH3:51])([CH3:50])[CH3:49])=[O:46])[CH2:32][C:33]([N:35]1[C:43]2[C:38](=[CH:39][C:40]([O:44][CH2:2][C:3]3[CH:8]=[CH:7][C:6]([CH2:9][CH:10]([CH3:12])[CH3:11])=[C:5]([C:13]([F:16])([F:15])[F:14])[CH:4]=3)=[CH:41][CH:42]=2)[CH2:37][CH2:36]1)=[O:34])([CH3:26])([CH3:25])[CH3:24], predict the reactants needed to synthesize it. The reactants are: Cl[CH2:2][C:3]1[CH:8]=[CH:7][C:6]([CH2:9][CH:10]([CH3:12])[CH3:11])=[C:5]([C:13]([F:16])([F:15])[F:14])[CH:4]=1.C(=O)([O-])[O-].[K+].[K+].[C:23]([O:27][C:28](=[O:52])[CH2:29][CH2:30][N:31]([C:45]([O:47][C:48]([CH3:51])([CH3:50])[CH3:49])=[O:46])[CH2:32][C:33]([N:35]1[C:43]2[C:38](=[CH:39][C:40]([OH:44])=[CH:41][CH:42]=2)[CH2:37][CH2:36]1)=[O:34])([CH3:26])([CH3:25])[CH3:24].O.